From a dataset of TCR-epitope binding with 47,182 pairs between 192 epitopes and 23,139 TCRs. Binary Classification. Given a T-cell receptor sequence (or CDR3 region) and an epitope sequence, predict whether binding occurs between them. (1) The epitope is QASQEVKNW. The TCR CDR3 sequence is CASSQVLDRTSGANVLTF. Result: 0 (the TCR does not bind to the epitope). (2) The epitope is QECVRGTTVL. The TCR CDR3 sequence is CASSVGGKTEAFF. Result: 1 (the TCR binds to the epitope). (3) The epitope is TPRVTGGGAM. The TCR CDR3 sequence is CASSFGSYGEQYF. Result: 0 (the TCR does not bind to the epitope). (4) The epitope is KLMNIQQKL. The TCR CDR3 sequence is CASSLASGDQPQHF. Result: 0 (the TCR does not bind to the epitope). (5) The epitope is KMKDLSPRW. The TCR CDR3 sequence is CASSIKGYNEQFF. Result: 0 (the TCR does not bind to the epitope). (6) The epitope is GLIYNRMGAVTTEV. The TCR CDR3 sequence is CASSFVDSLSNQPQHF. Result: 0 (the TCR does not bind to the epitope). (7) The epitope is VTEHDTLLY. The TCR CDR3 sequence is CASSTEGLLSTDTQYF. Result: 1 (the TCR binds to the epitope).